This data is from Full USPTO retrosynthesis dataset with 1.9M reactions from patents (1976-2016). The task is: Predict the reactants needed to synthesize the given product. (1) Given the product [CH3:14][N:15]([CH3:16])[C:2]1[CH:13]=[CH:12][C:5]2[N:6]=[C:7]([NH2:11])[N:8]=[N+:9]([O-:10])[C:4]=2[CH:3]=1, predict the reactants needed to synthesize it. The reactants are: F[C:2]1[CH:13]=[CH:12][C:5]2[N:6]=[C:7]([NH2:11])[N:8]=[N+:9]([O-:10])[C:4]=2[CH:3]=1.[CH3:14][NH:15][CH3:16]. (2) Given the product [Cl:1][C:2]1[N:7]=[C:6]([NH:8][CH:9]([CH2:12][CH3:13])[CH2:10][CH3:11])[C:5]([NH2:14])=[CH:4][CH:3]=1, predict the reactants needed to synthesize it. The reactants are: [Cl:1][C:2]1[N:7]=[C:6]([NH:8][CH:9]([CH2:12][CH3:13])[CH2:10][CH3:11])[C:5]([N+:14]([O-])=O)=[CH:4][CH:3]=1. (3) Given the product [Cl:1][C:2]1[CH:7]=[C:6]([O:8][C:9]2[CH:14]=[CH:13][C:12]([Cl:15])=[CH:11][CH:10]=2)[CH:5]=[CH:4][C:3]=1[CH2:16][CH:17]([CH:19]1[CH2:21][CH2:20]1)[OH:18], predict the reactants needed to synthesize it. The reactants are: [Cl:1][C:2]1[CH:7]=[C:6]([O:8][C:9]2[CH:14]=[CH:13][C:12]([Cl:15])=[CH:11][CH:10]=2)[CH:5]=[CH:4][C:3]=1[CH2:16][CH:17]=[O:18].[CH:19]1([Mg]Br)[CH2:21][CH2:20]1. (4) The reactants are: [NH2:1][CH2:2][CH:3]1[O:7][C:6](=[O:8])[N:5]([C:9]2[CH:14]=[CH:13][C:12]([N:15]3[CH:19]=[C:18]([CH2:20][N:21]4[CH:25]=[N:24][CH:23]=[N:22]4)[N:17]=[CH:16]3)=[C:11]([F:26])[CH:10]=2)[CH2:4]1.CN1CCOCC1.[F:34][CH:35]([F:39])[C:36](O)=[O:37].CCN=C=NCCCN(C)C.Cl. Given the product [F:34][CH:35]([F:39])[C:36]([NH:1][CH2:2][C@@H:3]1[O:7][C:6](=[O:8])[N:5]([C:9]2[CH:14]=[CH:13][C:12]([N:15]3[CH:19]=[C:18]([CH2:20][N:21]4[CH:25]=[N:24][CH:23]=[N:22]4)[N:17]=[CH:16]3)=[C:11]([F:26])[CH:10]=2)[CH2:4]1)=[O:37], predict the reactants needed to synthesize it. (5) Given the product [F:15][C:16]([F:23])([F:22])[C:17](=[O:18])[CH2:13][C:12]([C:9]1[CH:8]=[CH:7][C:6]([C:4]2[N:3]=[CH:2][O:1][CH:5]=2)=[CH:11][CH:10]=1)=[O:14], predict the reactants needed to synthesize it. The reactants are: [O:1]1[CH:5]=[C:4]([C:6]2[CH:11]=[CH:10][C:9]([C:12](=[O:14])[CH3:13])=[CH:8][CH:7]=2)[N:3]=[CH:2]1.[F:15][C:16]([F:23])([F:22])[C:17](OCC)=[O:18].C[O-].[Na+].Cl. (6) The reactants are: [OH:1][C:2]1[CH:7]=[CH:6][C:5]([C:8]2([CH2:12][C:13]([O:15][CH2:16][CH3:17])=[O:14])[CH2:11][O:10][CH2:9]2)=[CH:4][CH:3]=1.Br[CH2:19][C:20]1[CH:21]=[C:22]([C:26]2[CH:31]=[CH:30][C:29]([O:32][CH2:33][CH2:34][CH2:35][S:36]([CH3:39])(=[O:38])=[O:37])=[CH:28][C:27]=2[CH3:40])[CH:23]=[CH:24][CH:25]=1.C(=O)([O-])[O-].[Cs+].[Cs+]. Given the product [CH3:40][C:27]1[CH:28]=[C:29]([O:32][CH2:33][CH2:34][CH2:35][S:36]([CH3:39])(=[O:37])=[O:38])[CH:30]=[CH:31][C:26]=1[C:22]1[CH:23]=[CH:24][CH:25]=[C:20]([CH2:19][O:1][C:2]2[CH:7]=[CH:6][C:5]([C:8]3([CH2:12][C:13]([O:15][CH2:16][CH3:17])=[O:14])[CH2:9][O:10][CH2:11]3)=[CH:4][CH:3]=2)[CH:21]=1, predict the reactants needed to synthesize it. (7) Given the product [C:1]([C:3]1[S:4][C:5]2[CH:11]=[C:10]([O:12][CH2:29][C:30]3[CH:32]=[CH:26][CH:25]=[C:24]([CH2:23][CH2:27][Br:28])[CH:13]=3)[CH:9]=[CH:8][C:6]=2[N:7]=1)#[N:2], predict the reactants needed to synthesize it. The reactants are: [C:1]([C:3]1[S:4][C:5]2[CH:11]=[C:10]([OH:12])[CH:9]=[CH:8][C:6]=2[N:7]=1)#[N:2].[C:13](=O)([O-])[O-].[K+].[K+].BrCC1[CH:26]=[CH:25][CH:24]=[C:23]([CH2:27][Br:28])C=1.[CH3:29][C:30]([CH3:32])=O. (8) Given the product [Cl:8][C:6]1[CH:7]=[C:2]([C:13]2[CH:12]=[N:11][N:10]([CH3:9])[CH:14]=2)[N:3]=[CH:4][N:5]=1, predict the reactants needed to synthesize it. The reactants are: Cl[C:2]1[CH:7]=[C:6]([Cl:8])[N:5]=[CH:4][N:3]=1.[CH3:9][N:10]1[CH:14]=[C:13](B2OC(C)(C)C(C)(C)O2)[CH:12]=[N:11]1.C([O-])([O-])=O.[Na+].[Na+].